From a dataset of CYP1A2 inhibition data for predicting drug metabolism from PubChem BioAssay. Regression/Classification. Given a drug SMILES string, predict its absorption, distribution, metabolism, or excretion properties. Task type varies by dataset: regression for continuous measurements (e.g., permeability, clearance, half-life) or binary classification for categorical outcomes (e.g., BBB penetration, CYP inhibition). Dataset: cyp1a2_veith. (1) The molecule is Cc1cccc(C)c1OCC(O)CNC(C)(C)C.Cl. The result is 0 (non-inhibitor). (2) The compound is Cc1nc2cnc(Oc3ccccc3)nc2n(C2CC2)c1=O. The result is 1 (inhibitor).